Dataset: Reaction yield outcomes from USPTO patents with 853,638 reactions. Task: Predict the reaction yield, written as a fraction of the theoretical maximum amount of product (1.0 means a 100% yield; for example, 0.34 means a 34% yield). (1) The reactants are [CH3:1][C:2]1[C:10]2[C:9]([CH2:11][N:12]3[C:16]4[CH:17]=[CH:18][CH:19]=[CH:20][C:15]=4[NH:14][C:13]3=[O:21])=[CH:8][S:7][C:6]=2[CH:5]=[CH:4][CH:3]=1.[C:22]1([O:28][S:29]([CH:32]=[CH2:33])(=[O:31])=[O:30])[CH:27]=[CH:26][CH:25]=[CH:24][CH:23]=1.[OH-].[Na+].[NH4+].[Cl-]. The catalyst is C1COCC1.O. The product is [C:22]1([O:28][S:29]([CH2:32][CH2:33][N:14]2[C:15]3[CH:20]=[CH:19][CH:18]=[CH:17][C:16]=3[N:12]([CH2:11][C:9]3[C:10]4[C:2]([CH3:1])=[CH:3][CH:4]=[CH:5][C:6]=4[S:7][CH:8]=3)[C:13]2=[O:21])(=[O:31])=[O:30])[CH:23]=[CH:24][CH:25]=[CH:26][CH:27]=1. The yield is 0.750. (2) The reactants are [Cl:1][C:2]1[N:7]=[CH:6][C:5]2[CH:8]=[N:9][NH:10][C:4]=2[CH:3]=1.[OH-].[K+].[I:13]I. The catalyst is CN(C)C=O. The product is [Cl:1][C:2]1[N:7]=[CH:6][C:5]2[C:8]([I:13])=[N:9][NH:10][C:4]=2[CH:3]=1. The yield is 0.870.